Dataset: Full USPTO retrosynthesis dataset with 1.9M reactions from patents (1976-2016). Task: Predict the reactants needed to synthesize the given product. Given the product [NH2:24][C@@H:25]([CH2:26][C:27]1[CH:32]=[CH:31][C:30]([OH:33])=[CH:29][CH:28]=1)[C:34]([NH:36][C@@H:37]([CH:38]([CH3:39])[CH3:40])[C:41]([NH:22][CH2:21][C@@H:20]([OH:23])[CH2:19][P:10]([CH2:12][CH:13]1[CH2:14][CH2:15][CH2:16][CH2:17][CH2:18]1)(=[O:11])[OH:9])=[O:42])=[O:35], predict the reactants needed to synthesize it. The reactants are: Cl.C([O:9][P:10]([CH2:19][C@H:20]([OH:23])[CH2:21][NH2:22])([CH2:12][CH:13]1[CH2:18][CH2:17][CH2:16][CH2:15][CH2:14]1)=[O:11])C1C=CC=CC=1.[NH:24](C(OCC1C=CC=CC=1)=O)[C@H:25]([C:34]([NH:36][C@H:37]([C:41](O)=[O:42])[CH:38]([CH3:40])[CH3:39])=[O:35])[CH2:26][C:27]1[CH:32]=[CH:31][C:30]([OH:33])=[CH:29][CH:28]=1.